This data is from NCI-60 drug combinations with 297,098 pairs across 59 cell lines. The task is: Regression. Given two drug SMILES strings and cell line genomic features, predict the synergy score measuring deviation from expected non-interaction effect. (1) Cell line: HOP-62. Drug 2: CC1C(C(CC(O1)OC2CC(CC3=C2C(=C4C(=C3O)C(=O)C5=CC=CC=C5C4=O)O)(C(=O)C)O)N)O. Drug 1: CN(CC1=CN=C2C(=N1)C(=NC(=N2)N)N)C3=CC=C(C=C3)C(=O)NC(CCC(=O)O)C(=O)O. Synergy scores: CSS=37.0, Synergy_ZIP=-6.69, Synergy_Bliss=-10.4, Synergy_Loewe=-8.96, Synergy_HSA=-5.28. (2) Drug 2: CC12CCC(CC1=CCC3C2CCC4(C3CC=C4C5=CN=CC=C5)C)O. Cell line: OVCAR-4. Synergy scores: CSS=12.6, Synergy_ZIP=-4.17, Synergy_Bliss=0.447, Synergy_Loewe=1.05, Synergy_HSA=1.06. Drug 1: CNC(=O)C1=CC=CC=C1SC2=CC3=C(C=C2)C(=NN3)C=CC4=CC=CC=N4. (3) Drug 1: CC12CCC(CC1=CCC3C2CCC4(C3CC=C4C5=CN=CC=C5)C)O. Drug 2: CC1=C(C(=O)C2=C(C1=O)N3CC4C(C3(C2COC(=O)N)OC)N4)N. Cell line: K-562. Synergy scores: CSS=15.7, Synergy_ZIP=-11.0, Synergy_Bliss=-9.36, Synergy_Loewe=-11.9, Synergy_HSA=-8.24.